This data is from Full USPTO retrosynthesis dataset with 1.9M reactions from patents (1976-2016). The task is: Predict the reactants needed to synthesize the given product. (1) The reactants are: Cl.[NH2:2][CH:3]1[CH2:7][CH2:6][N:5]([C:8]2[N:9]=[C:10]([NH:17][C:18]3[CH:23]=[CH:22][C:21]([O:24][CH3:25])=[C:20]([O:26][CH3:27])[CH:19]=3)[C:11]3[N:16]=[CH:15][S:14][C:12]=3[N:13]=2)[CH2:4]1.[N:28]1[CH:33]=[CH:32][N:31]=[CH:30][C:29]=1[C:34](O)=[O:35].CCN=C=NCCCN(C)C.CN1C=CN=C1. Given the product [CH3:27][O:26][C:20]1[CH:19]=[C:18]([NH:17][C:10]2[C:11]3[N:16]=[CH:15][S:14][C:12]=3[N:13]=[C:8]([N:5]3[CH2:6][CH2:7][CH:3]([NH:2][C:34]([C:29]4[CH:30]=[N:31][CH:32]=[CH:33][N:28]=4)=[O:35])[CH2:4]3)[N:9]=2)[CH:23]=[CH:22][C:21]=1[O:24][CH3:25], predict the reactants needed to synthesize it. (2) Given the product [NH2:31][C@H:7]([CH:1]1[CH2:6][CH2:5][CH2:4][CH2:3][CH2:2]1)[C:8]([NH:9][C:10]1[CH:11]=[C:12]2[C:28](=[O:29])[NH:27][N:26]=[CH:25][C:14]3=[C:15]([C:19]4[CH:24]=[CH:23][CH:22]=[CH:21][CH:20]=4)[NH:16][C:17]([CH:18]=1)=[C:13]23)=[O:30], predict the reactants needed to synthesize it. The reactants are: [CH:1]1([C@@H:7]([NH:31]C(=O)OC(C)(C)C)[C:8](=[O:30])[NH:9][C:10]2[CH:11]=[C:12]3[C:28](=[O:29])[NH:27][N:26]=[CH:25][C:14]4=[C:15]([C:19]5[CH:24]=[CH:23][CH:22]=[CH:21][CH:20]=5)[NH:16][C:17]([CH:18]=2)=[C:13]34)[CH2:6][CH2:5][CH2:4][CH2:3][CH2:2]1.Cl. (3) Given the product [CH2:19]1[C:27]2[C:22](=[CH:23][CH:24]=[CH:25][CH:26]=2)[C:21]([C:3]2[CH:4]=[CH:5][CH:6]=[CH:7][C:2]=2[CH2:1][C:8]2[CH:13]=[CH:12][CH:11]=[CH:10][N:9]=2)=[CH:20]1, predict the reactants needed to synthesize it. The reactants are: [CH2:1]([C:8]1[CH:13]=[CH:12][CH:11]=[CH:10][N:9]=1)[C:2]1[CH:7]=[CH:6][CH:5]=[CH:4][CH:3]=1.C([Li])CCC.[C:19]1(=O)[C:27]2[C:22](=[CH:23][CH:24]=[CH:25][CH:26]=2)[CH2:21][CH2:20]1.Cl. (4) Given the product [CH3:1][O:2][C:3](=[O:33])[C:4]1[CH:9]=[CH:8][C:7]([CH2:10][N:11]2[CH:15]=[C:14]([C:16]3[CH:21]=[CH:20][C:19]([Cl:22])=[CH:18][C:17]=3[Cl:23])[N:13]=[C:12]2[CH2:24][O:25][C:26]2[CH:31]=[CH:30][C:29]([C:38]3[CH:39]=[CH:40][C:35]([NH2:34])=[CH:36][CH:37]=3)=[CH:28][CH:27]=2)=[CH:6][CH:5]=1, predict the reactants needed to synthesize it. The reactants are: [CH3:1][O:2][C:3](=[O:33])[C:4]1[CH:9]=[CH:8][C:7]([CH2:10][N:11]2[CH:15]=[C:14]([C:16]3[CH:21]=[CH:20][C:19]([Cl:22])=[CH:18][C:17]=3[Cl:23])[N:13]=[C:12]2[CH2:24][O:25][C:26]2[CH:31]=[CH:30][C:29](Br)=[CH:28][CH:27]=2)=[CH:6][CH:5]=1.[NH2:34][C:35]1[CH:40]=[CH:39][C:38](B(O)O)=[CH:37][CH:36]=1. (5) Given the product [CH3:1][O:2][C:3]1[CH:8]=[CH:7][C:6]([CH2:9][CH2:10][N:11]2[CH:12]([C:15]3[CH:20]=[CH:19][C:18]([CH3:21])=[C:17]([CH3:22])[CH:16]=3)[CH2:13][NH:14][C:23]2=[O:24])=[CH:5][CH:4]=1, predict the reactants needed to synthesize it. The reactants are: [CH3:1][O:2][C:3]1[CH:8]=[CH:7][C:6]([CH2:9][CH2:10][NH:11][CH:12]([C:15]2[CH:20]=[CH:19][C:18]([CH3:21])=[C:17]([CH3:22])[CH:16]=2)[CH2:13][NH2:14])=[CH:5][CH:4]=1.[C:23](N1C=CN=C1)(N1C=CN=C1)=[O:24]. (6) Given the product [CH3:18][O:17][C:15]1[CH:14]=[CH:13][C:12]2[N:8]([C:5]3[N:6]=[CH:7][C:2]([NH:59][CH2:58][C:57]4[CH:60]=[CH:61][CH:62]=[CH:63][C:56]=4[CH3:55])=[N:3][CH:4]=3)[C:9]([C:19]([F:22])([F:21])[F:20])=[N:10][C:11]=2[CH:16]=1, predict the reactants needed to synthesize it. The reactants are: Br[C:2]1[N:3]=[CH:4][C:5]([N:8]2[C:12]3[CH:13]=[CH:14][C:15]([O:17][CH3:18])=[CH:16][C:11]=3[N:10]=[C:9]2[C:19]([F:22])([F:21])[F:20])=[N:6][CH:7]=1.FC1C=CC=C(F)C=1C(NC1C=NC(N2C3C=CC(OC)=CC=3N=C2C(F)(F)F)=CN=1)=O.[CH3:55][C:56]1[CH:63]=[CH:62][CH:61]=[CH:60][C:57]=1[CH2:58][NH2:59].N1CCC[C@H]1C(O)=O.